This data is from Full USPTO retrosynthesis dataset with 1.9M reactions from patents (1976-2016). The task is: Predict the reactants needed to synthesize the given product. Given the product [O:8]1[CH2:11][CH2:12][O:13][CH:7]1[C:6]1[CH:9]=[CH:10][C:3]([C:1]#[N:2])=[CH:4][CH:5]=1, predict the reactants needed to synthesize it. The reactants are: [C:1]([C:3]1[CH:10]=[CH:9][C:6]([CH:7]=[O:8])=[CH:5][CH:4]=1)#[N:2].[CH2:11](O)[CH2:12][OH:13].C1(C)C=CC(S(O)(=O)=O)=CC=1.